This data is from Forward reaction prediction with 1.9M reactions from USPTO patents (1976-2016). The task is: Predict the product of the given reaction. Given the reactants [CH:1](=C1CC2CC1C=C2)[CH3:2].[H][H].[CH2:12]=[CH:13][CH3:14].C=C.FC1C([B-](C2C(F)=C(F)C(F)=C(F)C=2F)(C2C(F)=C(F)C(F)=C(F)C=2F)C2C(F)=C(F)C(F)=C(F)C=2F)=C(F)C(F)=C(F)C=1F.C[NH+]([CH2:91][CH2:92][CH2:93][CH2:94][CH2:95][CH2:96][CH2:97][CH2:98][CH2:99][CH2:91][CH2:92][CH2:93][CH2:94][CH2:95][CH2:96][CH2:97][CH2:98][CH3:99])[CH2:91][CH2:92][CH2:93][CH2:94][CH2:95][CH2:96][CH2:97][CH2:98][CH2:99][CH2:91][CH2:92][CH2:93][CH2:94][CH2:95][CH2:96][CH2:97][CH2:98][CH3:99], predict the reaction product. The product is: [CH2:1]=[CH2:2].[CH2:12]=[CH:13][CH3:14].[CH:98](=[C:97]1[CH2:96][CH:95]2[CH2:91][CH:92]1[CH:93]=[CH:94]2)[CH3:99].